The task is: Predict which catalyst facilitates the given reaction.. This data is from Catalyst prediction with 721,799 reactions and 888 catalyst types from USPTO. (1) Reactant: [CH3:1][O:2][C:3]([C:5]1[C@@H:10]([C:11]2[CH:16]=[CH:15][C:14]([C:17]#[N:18])=[CH:13][C:12]=2[CH2:19][CH2:20][N:21]([CH3:23])[CH3:22])[N:9]2[C:24](=[O:27])[NH:25][N:26]=[C:8]2[N:7]([C:28]2[CH:33]=[CH:32][CH:31]=[C:30]([C:34]([F:37])([F:36])[F:35])[CH:29]=2)[C:6]=1[CH3:38])=[O:4].[CH3:39][I:40]. Product: [I-:40].[C:17]([C:14]1[CH:15]=[CH:16][C:11]([C@H:10]2[N:9]3[C:24](=[O:27])[NH:25][N:26]=[C:8]3[N:7]([C:28]3[CH:33]=[CH:32][CH:31]=[C:30]([C:34]([F:36])([F:37])[F:35])[CH:29]=3)[C:6]([CH3:38])=[C:5]2[C:3]([O:2][CH3:1])=[O:4])=[C:12]([CH2:19][CH2:20][N+:21]([CH3:39])([CH3:23])[CH3:22])[CH:13]=1)#[N:18]. The catalyst class is: 23. (2) Reactant: [N+:1]([C:4]1[CH:9]=[CH:8][C:7]([N:10]2[CH2:14][CH:13]([NH2:15])[CH2:12][CH2:11]2)=[CH:6][CH:5]=1)([O-:3])=[O:2].Cl.[C:17](N1C=CC=N1)(=[NH:19])[NH2:18]. Product: [N+:1]([C:4]1[CH:9]=[CH:8][C:7]([N:10]2[CH2:11][CH2:12][CH:13]([NH:15][C:17]([NH2:19])=[NH:18])[CH2:14]2)=[CH:6][CH:5]=1)([O-:3])=[O:2]. The catalyst class is: 3. (3) Reactant: [CH3:1][O:2][CH2:3][CH:4]1[CH2:9][CH2:8][CH:7]([CH:10]2[CH2:19][CH2:18][C:13]3(OCC[O:14]3)[CH2:12][CH2:11]2)[CH2:6][CH2:5]1.C(O)(C(F)(F)F)=O. Product: [CH3:1][O:2][CH2:3][CH:4]1[CH2:5][CH2:6][CH:7]([CH:10]2[CH2:19][CH2:18][C:13](=[O:14])[CH2:12][CH2:11]2)[CH2:8][CH2:9]1. The catalyst class is: 95. (4) Reactant: [BH4-].[Na+].[CH3:3][C:4]1[O:8][C:7]([C:9]2[CH:14]=[CH:13][CH:12]=[CH:11][CH:10]=2)=[N:6][C:5]=1[CH2:15][O:16][C:17]1[CH:18]=[C:19]([CH:22]=[CH:23][CH:24]=1)[CH:20]=[O:21].O1CCCC1.O. Product: [CH3:3][C:4]1[O:8][C:7]([C:9]2[CH:10]=[CH:11][CH:12]=[CH:13][CH:14]=2)=[N:6][C:5]=1[CH2:15][O:16][C:17]1[CH:18]=[C:19]([CH:22]=[CH:23][CH:24]=1)[CH2:20][OH:21]. The catalyst class is: 5. (5) Reactant: F[C:2]1[CH:3]=[N:4][CH:5]=[CH:6][C:7]=1[C:8]([F:11])([F:10])[F:9].[C:12]([O:16][C:17](=[O:28])[NH:18][CH2:19][CH2:20][C:21]1[CH:26]=[CH:25][C:24]([OH:27])=[CH:23][CH:22]=1)([CH3:15])([CH3:14])[CH3:13].C([O-])([O-])=O.[K+].[K+]. Product: [C:12]([O:16][C:17](=[O:28])[NH:18][CH2:19][CH2:20][C:21]1[CH:26]=[CH:25][C:24]([O:27][C:2]2[CH:3]=[N:4][CH:5]=[CH:6][C:7]=2[C:8]([F:11])([F:10])[F:9])=[CH:23][CH:22]=1)([CH3:15])([CH3:13])[CH3:14]. The catalyst class is: 16. (6) Reactant: Cl[C:2]1[CH:3]=[C:4]([NH:8][C:9]2[N:14]=[C:13]([C:15]3[CH:16]=[CH:17][C:18]([O:23][CH:24]4[CH2:29][CH2:28][O:27][CH2:26][CH2:25]4)=[C:19]([CH:22]=3)[C:20]#[N:21])[CH:12]=[CH:11][N:10]=2)[CH:5]=[N:6][CH:7]=1.[CH3:30][O:31][CH:32]1[CH2:35][NH:34][CH2:33]1.CC(C)([O-])C.[Na+]. Product: [CH3:30][O:31][CH:32]1[CH2:35][N:34]([C:2]2[CH:3]=[C:4]([NH:8][C:9]3[N:14]=[C:13]([C:15]4[CH:16]=[CH:17][C:18]([O:23][CH:24]5[CH2:29][CH2:28][O:27][CH2:26][CH2:25]5)=[C:19]([CH:22]=4)[C:20]#[N:21])[CH:12]=[CH:11][N:10]=3)[CH:5]=[N:6][CH:7]=2)[CH2:33]1. The catalyst class is: 187. (7) Reactant: CS(O[CH2:6][C@@H:7]1[CH2:9][C@H:8]1[CH2:10][O:11][Si:12]([C:25]([CH3:28])([CH3:27])[CH3:26])([C:19]1[CH:24]=[CH:23][CH:22]=[CH:21][CH:20]=1)[C:13]1[CH:18]=[CH:17][CH:16]=[CH:15][CH:14]=1)(=O)=O.[C-]#N.[K+].[CH3:32][N:33](C=O)C. Product: [Si:12]([O:11][CH2:10][C@@H:8]1[CH2:9][C@H:7]1[CH2:6][C:32]#[N:33])([C:25]([CH3:26])([CH3:27])[CH3:28])([C:13]1[CH:18]=[CH:17][CH:16]=[CH:15][CH:14]=1)[C:19]1[CH:24]=[CH:23][CH:22]=[CH:21][CH:20]=1. The catalyst class is: 6. (8) Reactant: [Cl:1][C:2]1[CH:7]=[CH:6][C:5]([O:8][CH:9]2[CH2:14][CH2:13][CH:12]([CH2:15][N:16]=[N+]=[N-])[CH2:11][CH2:10]2)=[CH:4][CH:3]=1.[F:19][C:20]1[CH:21]=[C:22]([CH:26]=[CH:27][C:28]=1[OH:29])[C:23](O)=[O:24].CCN=C=NCCCN(C)C.C1C=CC2N(O)N=NC=2C=1.CCN(CC)CC. Product: [Cl:1][C:2]1[CH:7]=[CH:6][C:5]([O:8][CH:9]2[CH2:14][CH2:13][CH:12]([CH2:15][NH:16][C:23](=[O:24])[C:22]3[CH:26]=[CH:27][C:28]([OH:29])=[C:20]([F:19])[CH:21]=3)[CH2:11][CH2:10]2)=[CH:4][CH:3]=1. The catalyst class is: 19. (9) Reactant: [CH3:1][NH:2][C:3]1[C:8]([N+:9]([O-])=O)=[CH:7][CH:6]=[CH:5][N:4]=1.C.O.NN. The catalyst class is: 57. Product: [CH3:1][NH:2][C:3]1[C:8]([NH2:9])=[CH:7][CH:6]=[CH:5][N:4]=1.